From a dataset of Catalyst prediction with 721,799 reactions and 888 catalyst types from USPTO. Predict which catalyst facilitates the given reaction. (1) Reactant: [CH2:1]([O:3][C:4]([C:10]1[CH:42]=[CH:41][C:13]([CH2:14][N:15]([C:30]2[N:31]=[CH:32][C:33]3[C:38]([C:39]=2[CH3:40])=[CH:37][CH:36]=[CH:35][CH:34]=3)[S:16]([C:19]2[CH:29]=[CH:28][C:22]([C:23]([O:25]CC)=[O:24])=[CH:21][CH:20]=2)(=[O:18])=[O:17])=[CH:12][CH:11]=1)([CH3:9])[C:5]([F:8])([F:7])[F:6])[CH3:2].[OH-].[Na+].Cl. Product: [CH2:1]([O:3][C:4]([C:10]1[CH:11]=[CH:12][C:13]([CH2:14][N:15]([C:30]2[N:31]=[CH:32][C:33]3[C:38]([C:39]=2[CH3:40])=[CH:37][CH:36]=[CH:35][CH:34]=3)[S:16]([C:19]2[CH:29]=[CH:28][C:22]([C:23]([OH:25])=[O:24])=[CH:21][CH:20]=2)(=[O:17])=[O:18])=[CH:41][CH:42]=1)([CH3:9])[C:5]([F:6])([F:7])[F:8])[CH3:2]. The catalyst class is: 199. (2) Reactant: N1([C:7]2[CH:12]=[CH:11][C:10]([NH:13][C:14]3[C:15]4[N:16]([CH:27]=[CH:28][N:29]=4)[C:17]([C:20]4[CH:25]=[CH:24][NH:23][C:22](=O)[CH:21]=4)=[CH:18][N:19]=3)=[CH:9][CH:8]=2)CCOCC1.F[C:31]1[CH:36]=[C:35](B(O)O)[CH:34]=[CH:33][N:32]=1.N1(C2C=CC(N)=CC=2)CCOCC1.[CH3:53][C:54]([O-:57])(C)C.[Na+].[CH3:59][N:60](C)[CH:61]=[O:62].O. Product: [CH2:54]([O:57][C:22]1[CH:21]=[C:20]([C:17]2[N:16]3[CH:27]=[CH:28][N:29]=[C:15]3[C:14]([NH:13][C:10]3[CH:9]=[CH:8][C:7]([C:61]([NH:60][CH2:59][C:36]4[CH:31]=[N:32][CH:33]=[CH:34][CH:35]=4)=[O:62])=[CH:12][CH:11]=3)=[N:19][CH:18]=2)[CH:25]=[CH:24][N:23]=1)[CH3:53]. The catalyst class is: 73. (3) The catalyst class is: 1. Product: [I:1][C:2]1[N:3]=[CH:4][N:5]([CH2:11][C:12]2[CH:21]=[CH:20][C:19]3[C:14](=[CH:15][CH:16]=[CH:17][CH:18]=3)[CH:13]=2)[C:6]=1[I:7]. Reactant: [I:1][C:2]1[N:3]=[CH:4][NH:5][C:6]=1[I:7].[OH-].[K+].Br[CH2:11][C:12]1[CH:21]=[CH:20][C:19]2[C:14](=[CH:15][CH:16]=[CH:17][CH:18]=2)[CH:13]=1.